Predict the product of the given reaction. From a dataset of Forward reaction prediction with 1.9M reactions from USPTO patents (1976-2016). (1) Given the reactants C[Mg]Cl.OC[C:6]([C:8]1[CH:13]=[CH:12][CH:11]=[CH:10][CH:9]=1)=O.[C:14]([OH:17])(=O)[CH3:15].C1C[O:21]CC1, predict the reaction product. The product is: [OH:21][C:8]([C:13]1[CH:12]=[CH:11][CH:10]=[CH:15][C:14]=1[OH:17])([CH3:9])[CH3:6]. (2) The product is: [CH:1]1([NH:9][CH:15]2[CH2:14][CH2:13][C:12]([C:19]3[CH:20]=[CH:21][CH:22]=[CH:23][CH:24]=3)([N:11]([CH3:25])[CH3:10])[CH2:17][CH2:16]2)[CH2:8][CH2:7][CH2:6][CH2:5][CH2:4][CH2:3][CH2:2]1. Given the reactants [CH:1]1([NH2:9])[CH2:8][CH2:7][CH2:6][CH2:5][CH2:4][CH2:3][CH2:2]1.[CH3:10][N:11]([CH3:25])[C:12]1([C:19]2[CH:24]=[CH:23][CH:22]=[CH:21][CH:20]=2)[CH2:17][CH2:16][C:15](=O)[CH2:14][CH2:13]1.ClCCCl.C(O)(=O)C, predict the reaction product. (3) The product is: [Br:1][C:2]1[N:7]=[CH:6][N:5]2[CH:16]=[N:9][N:8]=[C:4]2[C:3]=1[C:10]1[CH:15]=[CH:14][CH:13]=[CH:12][CH:11]=1. Given the reactants [Br:1][C:2]1[N:7]=[CH:6][N:5]=[C:4]([NH:8][NH2:9])[C:3]=1[C:10]1[CH:15]=[CH:14][CH:13]=[CH:12][CH:11]=1.[CH2:16](OC(OCC)OCC)C, predict the reaction product. (4) Given the reactants [CH2:1]([O:3][C:4]1[CH:9]=[CH:8][C:7]([N:10]2[C:14]3=[N:15][CH:16]=[C:17]([C:19]#[C:20][C:21]4[CH:26]=[CH:25][C:24]([CH2:27][CH3:28])=[CH:23][CH:22]=4)[CH:18]=[C:13]3[N:12]=[CH:11]2)=[CH:6][CH:5]=1)[CH3:2], predict the reaction product. The product is: [CH2:1]([O:3][C:4]1[CH:5]=[CH:6][C:7]([N:10]2[C:14]3=[N:15][CH:16]=[C:17]([CH2:19][CH2:20][C:21]4[CH:22]=[CH:23][C:24]([CH2:27][CH3:28])=[CH:25][CH:26]=4)[CH:18]=[C:13]3[N:12]=[CH:11]2)=[CH:8][CH:9]=1)[CH3:2]. (5) The product is: [CH2:1]([C:5]1[C:6]([CH3:23])=[C:7]([C:21]#[N:22])[C:8]2[N:12]([C:13]=1[Cl:26])[C:11]1[CH:15]=[C:16]([Cl:20])[C:17]([Cl:19])=[CH:18][C:10]=1[N:9]=2)[CH2:2][CH2:3][CH3:4]. Given the reactants [CH2:1]([C:5]1[C:13](=O)[N:12]2[C:8]([NH:9][C:10]3[CH:18]=[C:17]([Cl:19])[C:16]([Cl:20])=[CH:15][C:11]=32)=[C:7]([C:21]#[N:22])[C:6]=1[CH3:23])[CH2:2][CH2:3][CH3:4].P(Cl)(Cl)([Cl:26])=O, predict the reaction product. (6) Given the reactants [O:1]=[C:2]1[N:6]([CH2:7][CH2:8][CH2:9][CH2:10][NH:11]C(=O)OC(C)(C)C)[C:5](=[O:19])[NH:4][NH:3]1.[ClH:20].O1CCOCC1, predict the reaction product. The product is: [ClH:20].[NH2:11][CH2:10][CH2:9][CH2:8][CH2:7][N:6]1[C:2](=[O:1])[NH:3][NH:4][C:5]1=[O:19]. (7) Given the reactants NCCCNCCCCNCCCN.[C@@H:15]1([O:46]P(O)(O)=O)[C@@H:20]([O:21]P(O)(O)=O)[C@H:19]([O:26]P(O)(O)=O)[C@@H:18]([O:31]P(O)(O)=O)[C@@H:17]([O:36]P(O)(O)=O)[C@H:16]1[O:41]P(O)(O)=O, predict the reaction product. The product is: [O:21]=[CH:20][C@@H:19]([C@H:18]([C@@H:17]([C@@H:16]([CH2:15][OH:46])[OH:41])[OH:36])[OH:31])[OH:26].